Task: Predict the reaction yield, written as a fraction of the theoretical maximum amount of product (1.0 means a 100% yield; for example, 0.34 means a 34% yield).. Dataset: Reaction yield outcomes from USPTO patents with 853,638 reactions (1) The reactants are [C:1]([C:3]1[C:12]2[C:7](=[CH:8][CH:9]=[CH:10][CH:11]=2)[C:6](F)=[CH:5][CH:4]=1)#[N:2].[C:14]([CH:22]1[CH2:27][CH2:26][NH:25][CH2:24][CH2:23]1)(=[O:21])[C:15]1[CH:20]=[CH:19][CH:18]=[CH:17][CH:16]=1. No catalyst specified. The product is [C:14]([CH:22]1[CH2:27][CH2:26][N:25]([C:6]2[C:7]3[C:12](=[CH:11][CH:10]=[CH:9][CH:8]=3)[C:3]([C:1]#[N:2])=[CH:4][CH:5]=2)[CH2:24][CH2:23]1)(=[O:21])[C:15]1[CH:20]=[CH:19][CH:18]=[CH:17][CH:16]=1. The yield is 0.0800. (2) The reactants are [Cl:1][C:2]1[N:7]=[C:6]([NH2:8])[C:5]([CH3:9])=[CH:4][N:3]=1.Br[C:11]1[CH:16]=[CH:15][CH:14]=[C:13]([C:17]([F:20])([F:19])[F:18])[C:12]=1[CH3:21].CC1(C)C2C(=C(P(C3C=CC=CC=3)C3C=CC=CC=3)C=CC=2)OC2C(P(C3C=CC=CC=3)C3C=CC=CC=3)=CC=CC1=2.C(=O)([O-])[O-].[Cs+].[Cs+]. The catalyst is O1CCOCC1.C1C=CC(/C=C/C(/C=C/C2C=CC=CC=2)=O)=CC=1.C1C=CC(/C=C/C(/C=C/C2C=CC=CC=2)=O)=CC=1.C1C=CC(/C=C/C(/C=C/C2C=CC=CC=2)=O)=CC=1.[Pd].[Pd]. The product is [Cl:1][C:2]1[N:7]=[C:6]([NH:8][C:11]2[CH:16]=[CH:15][CH:14]=[C:13]([C:17]([F:18])([F:20])[F:19])[C:12]=2[CH3:21])[C:5]([CH3:9])=[CH:4][N:3]=1. The yield is 0.250. (3) The reactants are C[O:2][C:3](=[O:33])[CH2:4][CH2:5][C:6]1[CH:11]=[CH:10][C:9]([O:12][C:13]2[CH:18]=[CH:17][C:16]([C:19]([CH3:32])([CH3:31])[C:20](=[O:30])[NH:21][NH:22][C:23]([O:25][C:26]([CH3:29])([CH3:28])[CH3:27])=[O:24])=[CH:15][CH:14]=2)=[CH:8][CH:7]=1.[OH-].[Li+]. The catalyst is C1COCC1.O. The product is [C:26]([O:25][C:23]([NH:22][NH:21][C:20]([C:19]([CH3:32])([CH3:31])[C:16]1[CH:17]=[CH:18][C:13]([O:12][C:9]2[CH:8]=[CH:7][C:6]([CH2:5][CH2:4][C:3]([OH:33])=[O:2])=[CH:11][CH:10]=2)=[CH:14][CH:15]=1)=[O:30])=[O:24])([CH3:29])([CH3:27])[CH3:28]. The yield is 0.970.